The task is: Regression. Given a peptide amino acid sequence and an MHC pseudo amino acid sequence, predict their binding affinity value. This is MHC class I binding data.. This data is from Peptide-MHC class I binding affinity with 185,985 pairs from IEDB/IMGT. (1) The peptide sequence is WVFGSTMNNK. The MHC is HLA-A33:01 with pseudo-sequence HLA-A33:01. The binding affinity (normalized) is 0. (2) The peptide sequence is KAIITPVVFY. The MHC is HLA-A11:01 with pseudo-sequence HLA-A11:01. The binding affinity (normalized) is 0.371. (3) The peptide sequence is LQIVRFTDY. The MHC is HLA-B39:01 with pseudo-sequence HLA-B39:01. The binding affinity (normalized) is 0.0847. (4) The peptide sequence is RTLLSRVYQIL. The MHC is Mamu-A01 with pseudo-sequence Mamu-A01. The binding affinity (normalized) is 0.638.